Dataset: Reaction yield outcomes from USPTO patents with 853,638 reactions. Task: Predict the reaction yield, written as a fraction of the theoretical maximum amount of product (1.0 means a 100% yield; for example, 0.34 means a 34% yield). (1) The reactants are FC(F)(F)C(O)=O.ClC1C(N[C@@H]2[C@@H]3C[C@@H](C=C3)[C@@H]2C(N)=O)=C2N=C(C3C=CC(CN4CCOCC4)=CC=3)NC2=NC=1.[NH2:42][C:43]1[C:48]([NH2:49])=[C:47]([NH:50][C@@H:51]2[C@@H:56]3[CH2:57][C@@H:53]([CH:54]=[CH:55]3)[C@@H:52]2[C:58]([NH2:60])=[O:59])[C:46]([Cl:61])=[CH:45][N:44]=1.[CH3:62][O:63][C:64]1[CH:71]=[C:70]([N:72]2[CH2:77][CH2:76][CH:75]([N:78]3[CH2:83][CH2:82][O:81][CH2:80][CH2:79]3)[CH2:74][CH2:73]2)[CH:69]=[CH:68][C:65]=1[CH:66]=O. No catalyst specified. The product is [Cl:61][C:46]1[C:47]([NH:50][C@@H:51]2[C@@H:56]3[CH2:57][C@@H:53]([CH:54]=[CH:55]3)[C@@H:52]2[C:58]([NH2:60])=[O:59])=[C:48]2[N:49]=[C:66]([C:65]3[CH:68]=[CH:69][C:70]([N:72]4[CH2:73][CH2:74][CH:75]([N:78]5[CH2:83][CH2:82][O:81][CH2:80][CH2:79]5)[CH2:76][CH2:77]4)=[CH:71][C:64]=3[O:63][CH3:62])[NH:42][C:43]2=[N:44][CH:45]=1. The yield is 0.750. (2) The reactants are C1C=CC(P(C2C=CC3C(=CC=CC=3)C=2C2C3C(=CC=CC=3)C=CC=2P(C2C=CC=CC=2)C2C=CC=CC=2)C2C=CC=CC=2)=CC=1.[N:47]12[CH2:54][CH2:53][CH:50]([CH2:51][CH2:52]1)[C@H:49]([NH:55][C:56]([C:58]1[C:62]3[CH:63]=[CH:64][C:65]([Br:67])=[CH:66][C:61]=3S[N:59]=1)=[O:57])[CH2:48]2.C(=O)([O-])[O-:69].[Cs+].[Cs+].CNC(=O)C. The catalyst is C1(C)C=CC=CC=1.C([O-])(=O)C.[Pd+2].C([O-])(=O)C. The product is [N:47]12[CH2:54][CH2:53][CH:50]([CH2:51][CH2:52]1)[C@H:49]([NH:55][C:56]([C:58]1[C:62]3[CH:63]=[CH:64][C:65]([Br:67])=[CH:66][C:61]=3[O:69][N:59]=1)=[O:57])[CH2:48]2. The yield is 0.500.